From a dataset of NCI-60 drug combinations with 297,098 pairs across 59 cell lines. Regression. Given two drug SMILES strings and cell line genomic features, predict the synergy score measuring deviation from expected non-interaction effect. Drug 1: CC1OCC2C(O1)C(C(C(O2)OC3C4COC(=O)C4C(C5=CC6=C(C=C35)OCO6)C7=CC(=C(C(=C7)OC)O)OC)O)O. Drug 2: CCCCCOC(=O)NC1=NC(=O)N(C=C1F)C2C(C(C(O2)C)O)O. Cell line: RPMI-8226. Synergy scores: CSS=44.8, Synergy_ZIP=0.295, Synergy_Bliss=-2.15, Synergy_Loewe=-37.6, Synergy_HSA=-2.04.